Dataset: Reaction yield outcomes from USPTO patents with 853,638 reactions. Task: Predict the reaction yield, written as a fraction of the theoretical maximum amount of product (1.0 means a 100% yield; for example, 0.34 means a 34% yield). The reactants are [F:1][C:2]1[CH:11]=[C:10]2[C:5]([CH2:6][CH2:7][C:8](=[O:12])[NH:9]2)=[CH:4][C:3]=1[CH3:13].[H-].[Na+].[Cl:16][CH2:17][CH2:18][CH2:19]I. The catalyst is CN(C=O)C. The product is [Cl:16][CH2:17][CH2:18][CH2:19][N:9]1[C:10]2[C:5](=[CH:4][C:3]([CH3:13])=[C:2]([F:1])[CH:11]=2)[CH2:6][CH2:7][C:8]1=[O:12]. The yield is 0.380.